This data is from Reaction yield outcomes from USPTO patents with 853,638 reactions. The task is: Predict the reaction yield, written as a fraction of the theoretical maximum amount of product (1.0 means a 100% yield; for example, 0.34 means a 34% yield). (1) The reactants are [F:1][C:2]1[CH:3]=[C:4]2[C:8](=[C:9]([CH:11]=[CH:12][C:13]([O:15]C)=[O:14])[CH:10]=1)[NH:7][CH:6]=[C:5]2[CH3:17].[OH-].[Na+]. The catalyst is C1COCC1.CO. The product is [F:1][C:2]1[CH:3]=[C:4]2[C:8](=[C:9](/[CH:11]=[CH:12]/[C:13]([OH:15])=[O:14])[CH:10]=1)[NH:7][CH:6]=[C:5]2[CH3:17]. The yield is 0.910. (2) The reactants are [CH3:1][C:2]1[N:7]=[CH:6][C:5]([CH2:8][O:9][C:10]2[CH:15]=[CH:14][NH:13][C:12](=[O:16])[CH:11]=2)=[CH:4][CH:3]=1.Br[C:18]1[CH:23]=[CH:22][C:21]2[C:24]3[CH2:25][N:26]([C:32]([O:34][C:35]([CH3:38])([CH3:37])[CH3:36])=[O:33])[CH2:27][CH2:28][CH2:29][C:30]=3[O:31][C:20]=2[CH:19]=1.C([O-])([O-])=O.[Cs+].[Cs+].CN[C@@H]1CCCC[C@H]1NC. The catalyst is C1(C)C=CC=CC=1.[Cu]I. The product is [CH3:1][C:2]1[N:7]=[CH:6][C:5]([CH2:8][O:9][C:10]2[CH:15]=[CH:14][N:13]([C:18]3[CH:23]=[CH:22][C:21]4[C:24]5[CH2:25][N:26]([C:32]([O:34][C:35]([CH3:38])([CH3:37])[CH3:36])=[O:33])[CH2:27][CH2:28][CH2:29][C:30]=5[O:31][C:20]=4[CH:19]=3)[C:12](=[O:16])[CH:11]=2)=[CH:4][CH:3]=1. The yield is 0.970. (3) The reactants are C([N:8]1[CH2:12][C@H:11]2[CH2:13][N:14]([C:16]([O:18][C:19]([CH3:22])([CH3:21])[CH3:20])=[O:17])[CH2:15][C@@H:10]2[CH2:9]1)C1C=CC=CC=1. The catalyst is CO.[Pd]. The product is [CH2:13]1[C@@H:11]2[CH2:12][NH:8][CH2:9][C@H:10]2[CH2:15][N:14]1[C:16]([O:18][C:19]([CH3:22])([CH3:21])[CH3:20])=[O:17]. The yield is 1.00. (4) The reactants are [N:1]([CH2:4][C@H:5]([OH:17])[C@H:6]([O:9][CH2:10][C:11]1[CH:16]=[CH:15][CH:14]=[CH:13][CH:12]=1)[CH:7]=[CH2:8])=[N+:2]=[N-:3].[CH2:18](Br)[C:19]1[CH:24]=[CH:23][CH:22]=[CH:21][CH:20]=1.[H-].[Na+]. The catalyst is C1COCC1.[I-].C([N+](CCCC)(CCCC)CCCC)CCC. The product is [N:1]([CH2:4][C@H:5]([O:17][CH2:18][C:19]1[CH:24]=[CH:23][CH:22]=[CH:21][CH:20]=1)[C@H:6]([O:9][CH2:10][C:11]1[CH:12]=[CH:13][CH:14]=[CH:15][CH:16]=1)[CH:7]=[CH2:8])=[N+:2]=[N-:3]. The yield is 0.650. (5) The reactants are [H-].[Na+].[C:3]([C:5]1[CH:10]=[CH:9][C:8]([CH2:11][CH2:12][C:13]([O:15][CH2:16][CH3:17])=[O:14])=[CH:7][CH:6]=1)#[N:4].[CH:18](OCC)=[O:19].C(O)(=O)C. The catalyst is COCCOC.CC(=O)OCC. The product is [C:3]([C:5]1[CH:10]=[CH:9][C:8]([CH2:11][CH:12]([CH:18]=[O:19])[C:13]([O:15][CH2:16][CH3:17])=[O:14])=[CH:7][CH:6]=1)#[N:4]. The yield is 0.820. (6) The product is [OH:2][C:3]1[CH:4]=[C:5]([CH2:9][C:10]#[N:11])[CH:6]=[CH:7][CH:8]=1. The yield is 0.550. The reactants are C[O:2][C:3]1[CH:4]=[C:5]([CH2:9][C:10]#[N:11])[CH:6]=[CH:7][CH:8]=1.B(Br)(Br)Br.O. The catalyst is C(Cl)Cl.